The task is: Predict the reaction yield, written as a fraction of the theoretical maximum amount of product (1.0 means a 100% yield; for example, 0.34 means a 34% yield).. This data is from Reaction yield outcomes from USPTO patents with 853,638 reactions. (1) The reactants are O=C([NH:11][CH2:12][CH2:13][CH2:14][CH2:15][C@@H:16]([C:41]([O:43][C:44]([CH3:47])([CH3:46])[CH3:45])=[O:42])[NH:17][C:18](=[O:40])[NH:19][C@H:20]([C:33]([O:35][C:36]([CH3:39])([CH3:38])[CH3:37])=[O:34])[CH2:21][CH2:22][C:23]([O:25]CC1C=CC=CC=1)=[O:24])OCC1C=CC=CC=1.C([O-])=O.[NH4+]. The catalyst is CCO.[Pd]. The product is [NH2:11][CH2:12][CH2:13][CH2:14][CH2:15][C@H:16]([NH:17][C:18](=[O:40])[NH:19][C@H:20]([C:33]([O:35][C:36]([CH3:39])([CH3:38])[CH3:37])=[O:34])[CH2:21][CH2:22][C:23]([OH:25])=[O:24])[C:41]([O:43][C:44]([CH3:47])([CH3:46])[CH3:45])=[O:42]. The yield is 0.700. (2) The reactants are [CH2:1]([O:3][C:4]([C:6]([C:26]([O:28][CH2:29][CH3:30])=[O:27])([CH2:15][C:16]1[C:24]2[C:19](=[CH:20][CH:21]=[CH:22][CH:23]=2)[N:18]([CH3:25])[CH:17]=1)[CH2:7][C:8]([O:10]C(C)(C)C)=[O:9])=[O:5])[CH3:2].FC(F)(F)C(O)=O.C(OC(C)C)(C)C. The catalyst is ClCCl. The product is [CH2:1]([O:3][C:4]([C:6]([C:26]([O:28][CH2:29][CH3:30])=[O:27])([CH2:15][C:16]1[C:24]2[C:19](=[CH:20][CH:21]=[CH:22][CH:23]=2)[N:18]([CH3:25])[CH:17]=1)[CH2:7][C:8]([OH:10])=[O:9])=[O:5])[CH3:2]. The yield is 0.635. (3) The reactants are [CH2:1]([O:3][C:4](=[O:16])[CH2:5][N:6]1[C:14]2[CH2:13][CH2:12][CH2:11][C:10](=[O:15])[C:9]=2[CH:8]=[N:7]1)[CH3:2].C(N(CC)CC)C.Cl. The catalyst is C(N(CC)CC)C.C(O)=O. The product is [CH2:1]([O:3][C:4](=[O:16])[CH2:5][N:6]1[C:14]2[CH2:13][CH2:12][CH2:11][C@H:10]([OH:15])[C:9]=2[CH:8]=[N:7]1)[CH3:2]. The yield is 0.850. (4) The reactants are [Na].[F:2][C:3]1[CH:4]=[C:5]([CH:8]=[CH:9][C:10]=1[CH3:11])[CH:6]=O.[CH2:12]([O:14][C:15](=[O:20])[CH2:16][N:17]=[N+:18]=[N-:19])[CH3:13].[Cl-].[NH4+]. The catalyst is C(O)C.O.C(OCC)(=O)C. The product is [CH2:12]([O:14][C:15](=[O:20])/[C:16](/[N:17]=[N+:18]=[N-:19])=[CH:6]/[C:5]1[CH:8]=[CH:9][C:10]([CH3:11])=[C:3]([F:2])[CH:4]=1)[CH3:13]. The yield is 0.542.